From a dataset of Full USPTO retrosynthesis dataset with 1.9M reactions from patents (1976-2016). Predict the reactants needed to synthesize the given product. (1) Given the product [C:21]([N:12]1[CH2:13][CH:14]([C:15]2[CH:16]=[CH:17][CH:18]=[CH:19][CH:20]=2)[CH:10]([CH2:9][OH:8])[CH2:11]1)(=[O:30])[CH3:22], predict the reactants needed to synthesize it. The reactants are: [Si]([O:8][CH2:9][CH:10]1[CH:14]([C:15]2[CH:20]=[CH:19][CH:18]=[CH:17][CH:16]=2)[CH2:13][NH:12][CH2:11]1)(C(C)(C)C)(C)C.[C:21](OC)(=[O:30])/[CH:22]=C/C1C=CC=CC=1.C(OC(=O)C)(=O)C. (2) Given the product [Br:1][C:2]1[CH:11]=[CH:10][CH:9]=[C:8]2[C:3]=1[CH2:4][CH2:5][N:6]([C:17](=[O:27])[CH2:18][NH:19][C:20]([O:22][C:23]([CH3:25])([CH3:24])[CH3:26])=[O:21])[CH:7]2[CH2:12][C:13]([OH:15])=[O:14], predict the reactants needed to synthesize it. The reactants are: [Br:1][C:2]1[CH:11]=[CH:10][CH:9]=[C:8]2[C:3]=1[CH2:4][CH2:5][N:6]([C:17](=[O:27])[CH2:18][NH:19][C:20]([O:22][C:23]([CH3:26])([CH3:25])[CH3:24])=[O:21])[CH:7]2[CH2:12][C:13]([O:15]C)=[O:14].[OH-].[Na+]. (3) Given the product [CH3:6][O:7][C:8]1[CH:13]=[CH:12][C:11]([O:14][Si:15]([C:18]([CH3:21])([CH3:20])[CH3:19])([CH3:17])[CH3:16])=[CH:10][CH:9]=1, predict the reactants needed to synthesize it. The reactants are: N1C=CN=C1.[CH3:6][O:7][C:8]1[CH:13]=[CH:12][C:11]([OH:14])=[CH:10][CH:9]=1.[Si:15](Cl)([C:18]([CH3:21])([CH3:20])[CH3:19])([CH3:17])[CH3:16].